Dataset: Retrosynthesis with 50K atom-mapped reactions and 10 reaction types from USPTO. Task: Predict the reactants needed to synthesize the given product. (1) The reactants are: Brc1cccc(N2CCOCC2)n1.CN1CCN(C2CCCc3ccc(C4CCCNC4)cc32)CC1. Given the product CN1CCN(C2CCCc3ccc(C4CCCN(c5cccc(N6CCOCC6)n5)C4)cc32)CC1, predict the reactants needed to synthesize it. (2) Given the product CCCC(O)(C#Cc1cccc(C#CCNC(=O)C(F)(F)F)c1)CCC, predict the reactants needed to synthesize it. The reactants are: C#CCNC(=O)C(F)(F)F.CCCC(O)(C#Cc1cccc(Br)c1)CCC. (3) Given the product CC(C)(C)OC(=O)Nc1sc2cc(-c3ccc(F)cc3)ccc2c1C(=O)O, predict the reactants needed to synthesize it. The reactants are: CCOC(=O)c1c(NC(=O)OC(C)(C)C)sc2cc(-c3ccc(F)cc3)ccc12.